This data is from Retrosynthesis with 50K atom-mapped reactions and 10 reaction types from USPTO. The task is: Predict the reactants needed to synthesize the given product. (1) Given the product CS(=O)(=O)Nc1ccc(CCC(=O)O)cc1, predict the reactants needed to synthesize it. The reactants are: CS(=O)(=O)Nc1ccc(CCC(=O)OCc2ccccc2)cc1. (2) Given the product Cc1nc(-c2c(Cl)c3ccccc3n2-c2ccc(CNC(=O)C3(N)CC3)cc2)no1, predict the reactants needed to synthesize it. The reactants are: Cc1nc(-c2c(Cl)c3ccccc3n2-c2ccc(CNC(=O)C3(NC(=O)OC(C)(C)C)CC3)cc2)no1. (3) Given the product Oc1ccc2nc(-c3ccc(N4CCOCC4)nc3)sc2c1, predict the reactants needed to synthesize it. The reactants are: CC1(C)OB(c2ccc(N3CCOCC3)nc2)OC1(C)C.Oc1ccc2nc(Br)sc2c1.